This data is from Forward reaction prediction with 1.9M reactions from USPTO patents (1976-2016). The task is: Predict the product of the given reaction. (1) Given the reactants [CH:1]([O:4][C:5](=[O:19])[C:6]1[CH:11]=[CH:10][C:9](Br)=[CH:8][C:7]=1[CH2:13][N:14]([CH:16]1[CH2:18][CH2:17]1)[CH3:15])([CH3:3])[CH3:2].C(N(CC)CC)C.O1CCCC1.[CH3:32][Si:33]([C:36]#[CH:37])([CH3:35])[CH3:34], predict the reaction product. The product is: [CH:1]([O:4][C:5](=[O:19])[C:6]1[CH:11]=[CH:10][C:9]([C:37]#[C:36][Si:33]([CH3:35])([CH3:34])[CH3:32])=[CH:8][C:7]=1[CH2:13][N:14]([CH:16]1[CH2:18][CH2:17]1)[CH3:15])([CH3:3])[CH3:2]. (2) Given the reactants [CH3:1][C:2]1[CH:10]=[CH:9][CH:8]=[CH:7][C:3]=1[C:4]([OH:6])=O.[F:11][C:12]([F:38])([F:37])[C:13]([CH2:32][NH:33][CH2:34][CH2:35][CH3:36])([OH:31])[CH2:14][NH:15][C:16]1[CH:24]=[CH:23][CH:22]=[C:21]2[C:17]=1[CH:18]=[N:19][N:20]2[C:25]1[CH:30]=[CH:29][CH:28]=[CH:27][CH:26]=1, predict the reaction product. The product is: [CH3:1][C:2]1[CH:10]=[CH:9][CH:8]=[CH:7][C:3]=1[C:4]([N:33]([CH2:34][CH2:35][CH3:36])[CH2:32][C:13]([OH:31])([CH2:14][NH:15][C:16]1[CH:24]=[CH:23][CH:22]=[C:21]2[C:17]=1[CH:18]=[N:19][N:20]2[C:25]1[CH:30]=[CH:29][CH:28]=[CH:27][CH:26]=1)[C:12]([F:37])([F:11])[F:38])=[O:6].